Task: Predict the reaction yield, written as a fraction of the theoretical maximum amount of product (1.0 means a 100% yield; for example, 0.34 means a 34% yield).. Dataset: Reaction yield outcomes from USPTO patents with 853,638 reactions (1) The reactants are [CH2:1]([O:5][C:6]1[CH:11]=[CH:10][CH:9]=[C:8]([O:12][CH2:13][CH2:14][CH2:15][CH3:16])[C:7]=1[O:17][CH2:18][CH2:19][CH2:20][CH3:21])[CH2:2][CH2:3][CH3:4].[N:22]([O-:24])=[O:23].[Na+].[N+]([O-])(O)=O.O. The catalyst is C(Cl)Cl.O. The product is [CH2:13]([O:12][C:8]1[CH:9]=[C:10]([N+:22]([O-:24])=[O:23])[CH:11]=[C:6]([O:5][CH2:1][CH2:2][CH2:3][CH3:4])[C:7]=1[O:17][CH2:18][CH2:19][CH2:20][CH3:21])[CH2:14][CH2:15][CH3:16]. The yield is 0.520. (2) The reactants are CO[C:3](=[O:24])[C:4]1[CH:9]=[CH:8][C:7]([O:10][CH2:11][C:12]2[C:13]([C:18]3[CH:23]=[CH:22][CH:21]=[CH:20][N:19]=3)=[N:14][O:15][C:16]=2[CH3:17])=[N:6][CH:5]=1.[NH2:25][CH2:26][CH:27]1[CH2:29][CH2:28]1. No catalyst specified. The product is [CH:27]1([CH2:26][NH:25][C:3](=[O:24])[C:4]2[CH:9]=[CH:8][C:7]([O:10][CH2:11][C:12]3[C:13]([C:18]4[CH:23]=[CH:22][CH:21]=[CH:20][N:19]=4)=[N:14][O:15][C:16]=3[CH3:17])=[N:6][CH:5]=2)[CH2:29][CH2:28]1. The yield is 0.850. (3) The reactants are C([N:5]1[C:9]([NH:10][C:11]2[C:20]3[C:15](=[CH:16][CH:17]=[CH:18][CH:19]=3)[C:14](=[O:21])[N:13]([C:22]3[CH:27]=[CH:26][C:25]([N:28]4[CH2:33][CH2:32][CH2:31][CH2:30][CH2:29]4)=[CH:24][CH:23]=3)[N:12]=2)=[CH:8][C:7]([CH3:34])=[N:6]1)(C)(C)C. The catalyst is C(O)=O.ClCCl. The product is [CH3:34][C:7]1[CH:8]=[C:9]([NH:10][C:11]2[C:20]3[C:15](=[CH:16][CH:17]=[CH:18][CH:19]=3)[C:14](=[O:21])[N:13]([C:22]3[CH:27]=[CH:26][C:25]([N:28]4[CH2:33][CH2:32][CH2:31][CH2:30][CH2:29]4)=[CH:24][CH:23]=3)[N:12]=2)[NH:5][N:6]=1. The yield is 0.570. (4) The reactants are [CH2:1]([O:8][CH2:9][CH2:10][NH:11][C:12]1[CH:17]=[CH:16][CH:15]=[CH:14][CH:13]=1)[C:2]1[CH:7]=[CH:6][CH:5]=[CH:4][CH:3]=1.[CH2:18]([O:20][C:21]([C:23]1[CH2:28][CH2:27][CH2:26][CH:25](Br)[C:24]=1O)=[O:22])[CH3:19]. The catalyst is CC(O)C.[Cl-].[Zn+2].[Cl-]. The product is [CH2:18]([O:20][C:21]([CH:23]1[C:24]2[C:17]3[C:12](=[CH:13][CH:14]=[CH:15][CH:16]=3)[N:11]([CH2:10][CH2:9][O:8][CH2:1][C:2]3[CH:7]=[CH:6][CH:5]=[CH:4][CH:3]=3)[C:25]=2[CH2:26][CH2:27][CH2:28]1)=[O:22])[CH3:19]. The yield is 0.720. (5) The reactants are [Br:1][C:2]1[CH:11]=[C:10]2[C:5]([N:6]=[CH:7][C:8](Cl)=[N:9]2)=[CH:4][CH:3]=1.Cl.Cl.[CH3:15][N:16]([CH3:23])[CH:17]1[CH2:22][CH2:21][CH2:20][NH:19][CH2:18]1.C(N(CC)CC)C.O. The catalyst is CN(C)C=O. The product is [Br:1][C:2]1[CH:11]=[C:10]2[C:5]([N:6]=[CH:7][C:8]([N:19]3[CH2:20][CH2:21][CH2:22][CH:17]([N:16]([CH3:23])[CH3:15])[CH2:18]3)=[N:9]2)=[CH:4][CH:3]=1. The yield is 0.990. (6) The reactants are CC[N:3](C1C=CC=CC=1)CC.Cl[C:13]([O:15][C:16]1[CH:21]=[CH:20][C:19]([O:22][CH3:23])=[CH:18][CH:17]=1)=[O:14]. The catalyst is ClCCl. The product is [CH3:23][O:22][C:19]1[CH:20]=[CH:21][C:16]([O:15][C:13](=[O:14])[NH2:3])=[CH:17][CH:18]=1. The yield is 0.700. (7) The product is [OH:17][CH:16]=[C:7]([C:2]1[CH:3]=[CH:4][CH:5]=[CH:6][C:1]=1[CH3:12])[C:8]([O:10][CH3:11])=[O:9]. The yield is 0.950. The reactants are [C:1]1([CH3:12])[CH:6]=[CH:5][CH:4]=[CH:3][C:2]=1[CH2:7][C:8]([O:10][CH3:11])=[O:9].C[O-].[Na+].[CH:16](OC)=[O:17].C1(C)C=CC=CC=1. The catalyst is C1(C)C=CC=CC=1.O. (8) The reactants are [CH:1]1[C:9]2[C:8]3[CH:10]=[CH:11][CH:12]=[CH:13][C:7]=3[O:6][C:5]=2[C:4](B(O)O)=[CH:3][CH:2]=1.[Br:17][C:18]1[CH:23]=[CH:22][CH:21]=[C:20](I)[CH:19]=1. The catalyst is C1(C)C=CC=CC=1.C(O)C.C1C=CC([P]([Pd]([P](C2C=CC=CC=2)(C2C=CC=CC=2)C2C=CC=CC=2)([P](C2C=CC=CC=2)(C2C=CC=CC=2)C2C=CC=CC=2)[P](C2C=CC=CC=2)(C2C=CC=CC=2)C2C=CC=CC=2)(C2C=CC=CC=2)C2C=CC=CC=2)=CC=1. The product is [Br:17][C:18]1[CH:19]=[C:20]([C:4]2[C:5]3[O:6][C:7]4[CH:13]=[CH:12][CH:11]=[CH:10][C:8]=4[C:9]=3[CH:1]=[CH:2][CH:3]=2)[CH:21]=[CH:22][CH:23]=1. The yield is 0.560. (9) The reactants are [Br:1][C:2]1[C:11]([O:12][Si:13]([C:16]([CH3:19])([CH3:18])[CH3:17])([CH3:15])[CH3:14])=[C:10]2[C:5]([CH:6]=[CH:7][C:8]([CH:20]=[N:21][NH:22][C:23]3[CH:28]=[CH:27][CH:26]=[CH:25][N:24]=3)=[N:9]2)=[CH:4][CH:3]=1.C(O)(=O)C.C(O)(=O)C.IC1C=CC=CC=1. The catalyst is C(Cl)Cl. The product is [N:22]1[N:21]=[C:20]([C:8]2[CH:7]=[CH:6][C:5]3[C:10](=[C:11]([O:12][Si:13]([C:16]([CH3:19])([CH3:17])[CH3:18])([CH3:15])[CH3:14])[C:2]([Br:1])=[CH:3][CH:4]=3)[N:9]=2)[N:24]2[CH:25]=[CH:26][CH:27]=[CH:28][C:23]=12. The yield is 0.880. (10) The catalyst is C(Cl)Cl. The yield is 0.940. The reactants are [C:1](Cl)(=[O:5])[C:2](Cl)=[O:3].[C:7]([OH:11])([CH3:10])([CH3:9])[CH3:8].[Cl:12][C:13]1[CH:18]=[CH:17][C:16]([C:19]2[S:27][C:26]3[C:25](=[O:28])[N:24]([C:29]4[CH:34]=[CH:33][C:32]([O:35][CH2:36][C:37]([OH:40])([CH3:39])[CH3:38])=[C:31]([O:41][CH3:42])[CH:30]=4)[CH:23]=[N:22][C:21]=3[CH:20]=2)=[CH:15][CH:14]=1.N1C=CC=CC=1. The product is [C:1]([O:11][C:7]([CH3:10])([CH3:9])[CH3:8])(=[O:5])[C:2]([O:40][C:37]([CH3:39])([CH3:38])[CH2:36][O:35][C:32]1[CH:33]=[CH:34][C:29]([N:24]2[C:25](=[O:28])[C:26]3[S:27][C:19]([C:16]4[CH:17]=[CH:18][C:13]([Cl:12])=[CH:14][CH:15]=4)=[CH:20][C:21]=3[N:22]=[CH:23]2)=[CH:30][C:31]=1[O:41][CH3:42])=[O:3].